Dataset: Catalyst prediction with 721,799 reactions and 888 catalyst types from USPTO. Task: Predict which catalyst facilitates the given reaction. (1) Reactant: Cl.[NH2:2][CH2:3][CH2:4][NH:5][C:6]1[C:7]([C:11]2[N:15]([C:16]3[CH:21]=[CH:20][C:19]([F:22])=[C:18]([Br:23])[CH:17]=3)[C:14](=[O:24])[O:13][N:12]=2)=[N:8][O:9][N:10]=1.[C:25]([O:29][C:30](=[O:36])[NH:31][S:32](Cl)(=[O:34])=[O:33])([CH3:28])([CH3:27])[CH3:26].C(N(CC)CC)C. Product: [C:25]([O:29][C:30](=[O:36])[NH:31][S:32]([NH:2][CH2:3][CH2:4][NH:5][C:6]1[C:7]([C:11]2[N:15]([C:16]3[CH:21]=[CH:20][C:19]([F:22])=[C:18]([Br:23])[CH:17]=3)[C:14](=[O:24])[O:13][N:12]=2)=[N:8][O:9][N:10]=1)(=[O:34])=[O:33])([CH3:28])([CH3:26])[CH3:27]. The catalyst class is: 4. (2) Reactant: [Cl:1][C:2]1[CH:7]=[CH:6][C:5]([N:8]2[C:12]([S:13]([CH3:16])(=[O:15])=[O:14])=[C:11]([C:17]([OH:19])=O)[N:10]=[C:9]2[C:20]2[CH:25]=[CH:24][C:23]([Cl:26])=[CH:22][C:21]=2[Cl:27])=[CH:4][CH:3]=1.C(N(CC)C(C)C)(C)C.F[P-](F)(F)(F)(F)F.N1(OC(N(C)C)=[N+](C)C)[C:48]2[CH:49]=[CH:50][CH:51]=C[C:47]=2[N:46]=[N:45]1.NN1CCCCC1. Product: [Cl:1][C:2]1[CH:3]=[CH:4][C:5]([N:8]2[C:12]([S:13]([CH3:16])(=[O:15])=[O:14])=[C:11]([C:17]([NH:45][N:46]3[CH2:51][CH2:50][CH2:49][CH2:48][CH2:47]3)=[O:19])[N:10]=[C:9]2[C:20]2[CH:25]=[CH:24][C:23]([Cl:26])=[CH:22][C:21]=2[Cl:27])=[CH:6][CH:7]=1. The catalyst class is: 23. (3) Reactant: [OH:1][C:2]1[CH:19]=[CH:18][C:5]([C:6](=[O:17])[CH:7]=[CH:8][C:9]2[CH:14]=[CH:13][C:12]([O:15][CH3:16])=[CH:11][CH:10]=2)=[CH:4][CH:3]=1.[H-].[Na+].[CH2:22]([CH:24]1[O:26][CH2:25]1)Cl. Product: [O:26]1[CH2:25][CH:24]1[CH2:22][O:1][C:2]1[CH:3]=[CH:4][C:5]([C:6](=[O:17])[CH:7]=[CH:8][C:9]2[CH:14]=[CH:13][C:12]([O:15][CH3:16])=[CH:11][CH:10]=2)=[CH:18][CH:19]=1. The catalyst class is: 9. (4) Reactant: [CH:1]1([CH2:4][NH:5][C:6]2[N:11]=[C:10]([CH2:12][CH2:13][O:14][C:15]3[CH:37]=[CH:36][C:18]([CH2:19][C@@H:20]([C:32]([O:34]C)=[O:33])[NH:21][C:22]([C:24]4[C:29]([Cl:30])=[CH:28][CH:27]=[CH:26][C:25]=4[Cl:31])=[O:23])=[CH:17][CH:16]=3)[CH:9]=[CH:8][CH:7]=2)[CH2:3][CH2:2]1.[Li+].[OH-]. Product: [CH:1]1([CH2:4][NH:5][C:6]2[N:11]=[C:10]([CH2:12][CH2:13][O:14][C:15]3[CH:37]=[CH:36][C:18]([CH2:19][C@@H:20]([C:32]([OH:34])=[O:33])[NH:21][C:22]([C:24]4[C:25]([Cl:31])=[CH:26][CH:27]=[CH:28][C:29]=4[Cl:30])=[O:23])=[CH:17][CH:16]=3)[CH:9]=[CH:8][CH:7]=2)[CH2:3][CH2:2]1. The catalyst class is: 287.